Dataset: Experimentally validated miRNA-target interactions with 360,000+ pairs, plus equal number of negative samples. Task: Binary Classification. Given a miRNA mature sequence and a target amino acid sequence, predict their likelihood of interaction. The miRNA is mmu-miR-5119 with sequence CAUCUCAUCCUGGGGCUGG. The protein sequence of the target gene is MHHLWKIPRLFTLWGNEISCRTFHMNIKKLIPIQWGHQEAPAKFNFASDVIDHWASVEKAGKRSSGPALWWMNGSGKEIKWSFRELSEASKQTANVLSGACGLHRGDRVAVVLPRIPEWWLMILGCMRTGLVFMPGTIQMRSSDILYRLQASKARAIVAGDEVAQEVDAVAPDCSFLKIKLLVSENSREGWLNFKALLKEASTIHQCVETESRESAAIYFTSGTSGPPKMAEHSHCSLGIKAKMDAASWTGLSTSDIIWTISDTAWIMNILGAFLEPWVLGACIFVHLLPKFDSQTVLKV.... Result: 0 (no interaction).